Dataset: Catalyst prediction with 721,799 reactions and 888 catalyst types from USPTO. Task: Predict which catalyst facilitates the given reaction. (1) Reactant: Cl.[CH3:2][CH:3]1[CH:8]([C:9]([NH:11][CH2:12][CH2:13][NH:14][C:15]([C:17]2[C:18]([C:28]([F:31])([F:30])[F:29])=[N:19][N:20]([C:22]3[CH:27]=[CH:26][CH:25]=[CH:24][CH:23]=3)[CH:21]=2)=[O:16])=[O:10])[CH2:7][CH2:6][NH:5][CH2:4]1.[CH3:32][C:33]([CH3:39])([CH3:38])[CH2:34][C:35](O)=[O:36].CCN=C=NCCCN(C)C.Cl.C1C=CC2N(O)N=NC=2C=1.O.C(N(CC)CC)C. Product: [CH3:32][C:33]([CH3:39])([CH3:38])[CH2:34][C:35]([N:5]1[CH2:6][CH2:7][CH:8]([C:9]([NH:11][CH2:12][CH2:13][NH:14][C:15]([C:17]2[C:18]([C:28]([F:31])([F:29])[F:30])=[N:19][N:20]([C:22]3[CH:27]=[CH:26][CH:25]=[CH:24][CH:23]=3)[CH:21]=2)=[O:16])=[O:10])[CH:3]([CH3:2])[CH2:4]1)=[O:36]. The catalyst class is: 2. (2) Reactant: C(OC([N:8]1[CH2:13][CH2:12][CH:11]([C:14]([O-:16])=O)[CH2:10][CH2:9]1)=O)(C)(C)C.C(Cl)C[Cl:19].C1C=NC2N(O)N=NC=2C=1.[CH:31]([N:34]1[CH2:39][CH2:38][NH:37][CH2:36][CH2:35]1)([CH3:33])[CH3:32]. Product: [ClH:19].[ClH:19].[CH:31]([N:34]1[CH2:39][CH2:38][N:37]([C:14]([CH:11]2[CH2:10][CH2:9][NH:8][CH2:13][CH2:12]2)=[O:16])[CH2:36][CH2:35]1)([CH3:33])[CH3:32]. The catalyst class is: 31. (3) The catalyst class is: 3. Product: [Cl:1][C:2]1[CH:3]=[CH:4][C:5]([O:29][CH:30]([F:32])[F:31])=[C:6]([C:8]2[C:12]([NH:13][C:14]([C:16]3[CH:17]=[N:18][N:19]4[CH:24]=[CH:23][CH:22]=[N:21][C:20]=34)=[O:15])=[CH:11][N:10]([CH2:25][C:26]([N:41]3[CH2:40][CH2:39][N:38]([CH2:37][C:36](=[O:44])[N:35]([CH3:34])[CH3:45])[CH2:43][CH2:42]3)=[O:28])[N:9]=2)[CH:7]=1. Reactant: [Cl:1][C:2]1[CH:3]=[CH:4][C:5]([O:29][CH:30]([F:32])[F:31])=[C:6]([C:8]2[C:12]([NH:13][C:14]([C:16]3[CH:17]=[N:18][N:19]4[CH:24]=[CH:23][CH:22]=[N:21][C:20]=34)=[O:15])=[CH:11][N:10]([CH2:25][C:26]([OH:28])=O)[N:9]=2)[CH:7]=1.Cl.[CH3:34][N:35]([CH3:45])[C:36](=[O:44])[CH2:37][N:38]1[CH2:43][CH2:42][NH:41][CH2:40][CH2:39]1.CCN(C(C)C)C(C)C.CN(C(ON1N=NC2C=CC=NC1=2)=[N+](C)C)C.F[P-](F)(F)(F)(F)F. (4) Reactant: Br[C:2]1[C:3]([CH3:19])=[N:4][N:5]([CH3:18])[C:6]=1[C:7]1[CH:17]=[CH:16][C:10]2[O:11][CH2:12][C:13](=[O:15])[NH:14][C:9]=2[CH:8]=1.[F:20][C:21]1[CH:26]=[CH:25][C:24](B(O)O)=[CH:23][CH:22]=1.[O-]P([O-])([O-])=O.[K+].[K+].[K+].C([O-])(O)=O.[Na+]. Product: [F:20][C:21]1[CH:26]=[CH:25][C:24]([C:2]2[C:3]([CH3:19])=[N:4][N:5]([CH3:18])[C:6]=2[C:7]2[CH:17]=[CH:16][C:10]3[O:11][CH2:12][C:13](=[O:15])[NH:14][C:9]=3[CH:8]=2)=[CH:23][CH:22]=1. The catalyst class is: 77. (5) Reactant: [CH2:1]([O:3][P:4]([C:9]1[CH:14]=[CH:13][CH:12]=[C:11]([N+:15]([O-])=O)[CH:10]=1)(=[O:8])[O:5][CH2:6][CH3:7])[CH3:2].Cl[Sn]Cl. Product: [CH2:6]([O:5][P:4]([C:9]1[CH:14]=[CH:13][CH:12]=[C:11]([NH2:15])[CH:10]=1)(=[O:8])[O:3][CH2:1][CH3:2])[CH3:7]. The catalyst class is: 14. (6) Reactant: [NH2:1][C:2]1[C:10]2[C:9]([C:11]3[CH:16]=[CH:15][C:14]([Cl:17])=[C:13]([Cl:18])[CH:12]=3)=[N:8][C:7](S(C)=O)=[N:6][C:5]=2[S:4][C:3]=1[C:22]([NH2:24])=[O:23].[CH3:25][O:26][CH2:27][CH2:28][CH2:29][NH2:30]. Product: [NH2:1][C:2]1[C:10]2[C:9]([C:11]3[CH:16]=[CH:15][C:14]([Cl:17])=[C:13]([Cl:18])[CH:12]=3)=[N:8][C:7]([NH:30][CH2:29][CH2:28][CH2:27][O:26][CH3:25])=[N:6][C:5]=2[S:4][C:3]=1[C:22]([NH2:24])=[O:23]. The catalyst class is: 16. (7) Reactant: Cl.[Cl:2][C:3]1[CH:8]=[C:7]([Cl:9])[CH:6]=[CH:5][C:4]=1[S:10]([NH:13][CH2:14][CH2:15][N:16]1[CH2:21][CH2:20][N:19](C(OC(C)(C)C)=O)[CH2:18][CH2:17]1)(=[O:12])=[O:11]. Product: [ClH:2].[Cl:2][C:3]1[CH:8]=[C:7]([Cl:9])[CH:6]=[CH:5][C:4]=1[S:10]([NH:13][CH2:14][CH2:15][N:16]1[CH2:21][CH2:20][NH:19][CH2:18][CH2:17]1)(=[O:12])=[O:11]. The catalyst class is: 5. (8) Reactant: [CH3:1][C:2]1[CH:7]=[CH:6][C:5]([Br:8])=[CH:4][C:3]=1[N+:9]([O-:11])=[O:10].CO[CH:14](OC)[N:15]([CH3:17])[CH3:16]. Product: [Br:8][C:5]1[CH:6]=[CH:7][C:2](/[CH:1]=[CH:14]/[N:15]([CH3:17])[CH3:16])=[C:3]([N+:9]([O-:11])=[O:10])[CH:4]=1. The catalyst class is: 11.